From a dataset of Full USPTO retrosynthesis dataset with 1.9M reactions from patents (1976-2016). Predict the reactants needed to synthesize the given product. (1) Given the product [Cl:13][C:5]1[CH:4]=[C:3]([CH2:2][S:15][CH3:14])[CH:8]=[C:7]([C:9]([F:12])([F:11])[F:10])[N:6]=1, predict the reactants needed to synthesize it. The reactants are: Br[CH2:2][C:3]1[CH:8]=[C:7]([C:9]([F:12])([F:11])[F:10])[N:6]=[C:5]([Cl:13])[CH:4]=1.[CH3:14][S-:15].[Na+].[Cl-].[Na+]. (2) Given the product [OH:3][C:4]1[CH:9]=[C:8]([O:10][CH2:11][CH2:12][O:13][CH2:14][CH2:15][O:16][CH3:17])[CH:7]=[CH:6][C:5]=1[C:18]1[S:19][CH2:20][C@:21]([CH3:28])([C:23]([OH:25])=[O:24])[N:22]=1, predict the reactants needed to synthesize it. The reactants are: [OH-].[Na+].[OH:3][C:4]1[CH:9]=[C:8]([O:10][CH2:11][CH2:12][O:13][CH2:14][CH2:15][O:16][CH3:17])[CH:7]=[CH:6][C:5]=1[C:18]1[S:19][CH2:20][C@:21]([CH3:28])([C:23]([O:25]CC)=[O:24])[N:22]=1.